Task: Predict the product of the given reaction.. Dataset: Forward reaction prediction with 1.9M reactions from USPTO patents (1976-2016) (1) Given the reactants [OH:1][C:2]1[C:7]([CH:8]([CH3:10])[CH3:9])=[CH:6][C:5]([CH2:11][CH2:12][CH2:13][C:14]([NH:16][CH2:17][C:18]2[CH:23]=[CH:22][C:21](/[N:24]=[N:25]/[C:26]3[CH:35]=[CH:34][C:29]([C:30]([O:32]C)=O)=[CH:28][CH:27]=3)=[CH:20][CH:19]=2)=[O:15])=[CH:4][C:3]=1[CH:36]([CH3:38])[CH3:37].[CH2:39]([NH2:42])[CH2:40][NH2:41], predict the reaction product. The product is: [NH2:41][CH2:40][CH2:39][NH:42][C:30](=[O:32])[C:29]1[CH:28]=[CH:27][C:26](/[N:25]=[N:24]/[C:21]2[CH:22]=[CH:23][C:18]([CH2:17][NH:16][C:14](=[O:15])[CH2:13][CH2:12][CH2:11][C:5]3[CH:6]=[C:7]([CH:8]([CH3:9])[CH3:10])[C:2]([OH:1])=[C:3]([CH:36]([CH3:38])[CH3:37])[CH:4]=3)=[CH:19][CH:20]=2)=[CH:35][CH:34]=1. (2) Given the reactants [OH:1][CH:2]1[CH:7]([C:8]2[CH:13]=[CH:12][C:11]([O:14][CH2:15][CH2:16][CH2:17][O:18][CH2:19][C:20]3[CH:25]=[CH:24][CH:23]=[CH:22][C:21]=3[O:26][CH3:27])=[CH:10][CH:9]=2)[CH2:6][CH2:5][N:4]([C:28]([O:30][C:31]([CH3:34])([CH3:33])[CH3:32])=[O:29])[CH2:3]1.[C:35]([NH2:38])(=[O:37])[CH3:36], predict the reaction product. The product is: [C:35]([N:38]([CH2:9][CH2:10][CH2:11][O:14][CH3:15])[C:22]1[CH:21]=[C:20]([CH:25]=[CH:24][CH:23]=1)[CH2:19][O:1][CH:2]1[CH:7]([C:8]2[CH:13]=[CH:12][C:11]([O:14][CH2:15][CH2:16][CH2:17][O:18][CH2:19][C:20]3[CH:25]=[CH:24][CH:23]=[CH:22][C:21]=3[O:26][CH3:27])=[CH:10][CH:9]=2)[CH2:6][CH2:5][N:4]([C:28]([O:30][C:31]([CH3:34])([CH3:33])[CH3:32])=[O:29])[CH2:3]1)(=[O:37])[CH3:36]. (3) The product is: [C:1]([N:4]1[CH2:5][CH2:6][CH:7]([CH2:10][CH2:11][C:12]([C:23]2[CH:22]=[C:21]3[C:26]4=[C:25]([CH2:15][CH2:16][N:17]4[C:18](=[O:27])[CH2:19][CH2:20]3)[CH:24]=2)=[O:14])[CH2:8][CH2:9]1)(=[O:3])[CH3:2]. Given the reactants [C:1]([N:4]1[CH2:9][CH2:8][CH:7]([CH2:10][CH2:11][C:12]([OH:14])=O)[CH2:6][CH2:5]1)(=[O:3])[CH3:2].[CH2:15]1[C:25]2=[C:26]3[C:21](=[CH:22][CH:23]=[CH:24]2)[CH2:20][CH2:19][C:18](=[O:27])[N:17]3[CH2:16]1.N.C1(C)C(CC#N)=CC=CC=1, predict the reaction product. (4) Given the reactants [CH3:1][O:2][C:3]([C@@H:5]([C@@H:12]1[NH:17][CH2:16][CH2:15][CH2:14][CH2:13]1)[C:6]1[CH:7]=[CH:8][CH:9]=[CH:10][CH:11]=1)=[O:4].CC1C=CC=CC=1O[C@@H](C1C=CC=CC=1)CCNC.C[C@H](N)CC1C=CC=CC=1.NC(CC1C=CC=CC=1)C.C1C=CC(C([S+]([O-])CC(N)=O)C2C=CC=CC=2)=CC=1.C1C=C(Cl)C(CC(NC(N)=N)=O)=C(Cl)C=1.C1C=C(Cl)C(NC2NCCN=2)=C(Cl)C=1, predict the reaction product. The product is: [CH3:1][O:2][C:3]([CH:5]([CH:12]1[NH:17][CH2:16][CH2:15][CH2:14][CH2:13]1)[C:6]1[CH:11]=[CH:10][CH:9]=[CH:8][CH:7]=1)=[O:4]. (5) Given the reactants [CH3:1][O:2][C:3]1[CH:22]=[CH:21][C:6]([CH2:7][C@@H:8]2[C:12]3=[N:13][C:14]4[CH:19]=[CH:18][CH:17]=[CH:16][C:15]=4[N:11]3[C:10](=[O:20])[NH:9]2)=[CH:5][CH:4]=1.[F:23][C:24]1[CH:29]=[CH:28][C:27]([C@@H:30]([NH2:32])[CH3:31])=[CH:26][CH:25]=1.C(O)(C(F)(F)F)=O, predict the reaction product. The product is: [NH:11]1[C:15]2[CH:16]=[CH:17][CH:18]=[CH:19][C:14]=2[N:13]=[C:12]1[C@H:8]([NH:9][C:10]([NH:32][C@H:30]([C:27]1[CH:28]=[CH:29][C:24]([F:23])=[CH:25][CH:26]=1)[CH3:31])=[O:20])[CH2:7][C:6]1[CH:21]=[CH:22][C:3]([O:2][CH3:1])=[CH:4][CH:5]=1. (6) Given the reactants C[O:2][C:3]([C:5]1[N:6]=[C:7]([C:27]#[N:28])[C:8]2[C:13]([C:14]=1[OH:15])=[CH:12][CH:11]=[C:10]([O:16][C:17]1[CH:26]=[CH:25][C:24]3[C:19](=[CH:20][CH:21]=[CH:22][CH:23]=3)[CH:18]=1)[CH:9]=2)=O.[NH2:29][CH2:30][C:31]([CH3:38])([CH3:37])[C:32]([O:34][CH2:35][CH3:36])=[O:33], predict the reaction product. The product is: [CH2:35]([O:34][C:32](=[O:33])[C:31]([CH3:38])([CH3:37])[CH2:30][NH:29][C:3]([C:5]1[N:6]=[C:7]([C:27]#[N:28])[C:8]2[C:13]([C:14]=1[OH:15])=[CH:12][CH:11]=[C:10]([O:16][C:17]1[CH:26]=[CH:25][C:24]3[C:19](=[CH:20][CH:21]=[CH:22][CH:23]=3)[CH:18]=1)[CH:9]=2)=[O:2])[CH3:36]. (7) The product is: [CH3:1][C:2]1[C:3]([CH2:4][OH:5])=[C:9]([CH3:13])[CH:10]=[CH:11][N:12]=1. Given the reactants [CH3:1][C:2]1[N:12]=[CH:11][CH:10]=[C:9]([CH3:13])[C:3]=1[C:4](OCC)=[O:5].CC(C[AlH]CC(C)C)C, predict the reaction product. (8) Given the reactants [NH:1]1[CH:5]=[CH:4][N:3]=[CH:2]1.F[C:7]1[CH:16]=[CH:15][C:10]([C:11]([O:13][CH3:14])=[O:12])=[CH:9][CH:8]=1.C(=O)([O-])[O-].[K+].[K+], predict the reaction product. The product is: [CH3:14][O:13][C:11]([C:10]1[CH:15]=[CH:16][C:7]([N:1]2[CH:5]=[CH:4][N:3]=[CH:2]2)=[CH:8][CH:9]=1)=[O:12].